This data is from Forward reaction prediction with 1.9M reactions from USPTO patents (1976-2016). The task is: Predict the product of the given reaction. (1) Given the reactants [N:1]1([C:8]2[CH:13]=[CH:12][C:11]([N+:14]([O-])=O)=[CH:10][CH:9]=2)[CH2:6][CH2:5][O:4][CH2:3][C:2]1=[O:7], predict the reaction product. The product is: [N:1]1([C:8]2[CH:13]=[CH:12][C:11]([NH2:14])=[CH:10][CH:9]=2)[CH2:6][CH2:5][O:4][CH2:3][C:2]1=[O:7]. (2) Given the reactants CC(C)([O-])C.[K+].[CH3:7][O:8][CH2:9][C@H:10]1[CH2:14][CH2:13][CH2:12][N:11]1[S:15]([C:18]1[CH:19]=[C:20]2[C:24](=[CH:25][CH:26]=1)[NH:23][C:22](=[O:27])[C:21]12[O:32][CH2:31][CH2:30][CH2:29][O:28]1)(=[O:17])=[O:16].Cl[CH2:34][C:35]([CH3:39])([CH3:38])[C:36]#[N:37].O, predict the reaction product. The product is: [CH3:7][O:8][CH2:9][C@H:10]1[CH2:14][CH2:13][CH2:12][N:11]1[S:15]([C:18]1[CH:19]=[C:20]2[C:24](=[CH:25][CH:26]=1)[N:23]([CH2:34][C:35]([CH3:39])([CH3:38])[C:36]#[N:37])[C:22](=[O:27])[C:21]12[O:32][CH2:31][CH2:30][CH2:29][O:28]1)(=[O:17])=[O:16]. (3) Given the reactants [CH3:1][C:2]1([CH3:21])[O:6][C:5](=[O:7])[N:4]([CH:8]2[CH2:13][CH2:12][C:11](=[O:14])[CH2:10][CH2:9]2)[C@H:3]1[C:15]1[CH:20]=[CH:19][CH:18]=[CH:17][CH:16]=1.C[Si]([N-][Si](C)(C)C)(C)C.[Li+].C1C=CC(N(S(C(F)(F)F)(=O)=O)S(C(F)(F)F)(=O)=O)=CC=1.FC(F)(F)S(OC1CC[C@@H](N2[C@@H](C3C=CC=CC=3)C(C)(C)OC2=O)CC=1)(=O)=O.FC(F)(F)S(OC1CC[C@H](N2[C@@H](C3C=CC=CC=3)C(C)(C)OC2=O)CC=1)(=O)=O, predict the reaction product. The product is: [OH:14][C@H:11]1[CH2:10][CH2:9][C@H:8]([N:4]2[C@@H:3]([C:15]3[CH:16]=[CH:17][CH:18]=[CH:19][CH:20]=3)[C:2]([CH3:1])([CH3:21])[O:6][C:5]2=[O:7])[CH2:13][CH2:12]1.